From a dataset of Reaction yield outcomes from USPTO patents with 853,638 reactions. Predict the reaction yield, written as a fraction of the theoretical maximum amount of product (1.0 means a 100% yield; for example, 0.34 means a 34% yield). (1) The reactants are [CH2:1]([O:8][C:9](=[O:45])[CH2:10][CH:11]([N:34]1[CH:38]=[CH:37][C:36]([C:39]2[CH:44]=[CH:43][CH:42]=[CH:41][CH:40]=2)=[CH:35]1)[C:12]([NH:14][CH:15]1[CH2:31][C:30]2=[CH:32]N(C3[C:29]2=CC=CC=3)CCOC[CH2:18][NH:17][C:16]1=[O:33])=[O:13])[C:2]1[CH:7]=[CH:6][CH:5]=[CH:4][CH:3]=1.C(OC(=O)C[C@@H](N)C(N[C@H](C(=O)N(OC)C)CC(C)C)=O)[C:47]1[CH:52]=CC=[CH:49][CH:48]=1.FC(F)(F)[C:75](O)=[O:76].Cl[CH2:81][CH2:82]Cl. No catalyst specified. The product is [CH2:1]([O:8][C:9](=[O:45])[CH2:10][C@@H:11]([N:34]1[CH:38]=[CH:37][C:36]([C:39]2[CH:44]=[CH:43][C:42]([C:82]3[CH:81]=[CH:49][CH:48]=[CH:47][CH:52]=3)=[CH:41][CH:40]=2)=[CH:35]1)[C:12]([NH:14][C@H:15]([C:16](=[O:33])[N:17]([O:76][CH3:75])[CH3:18])[CH2:31][CH:30]([CH3:32])[CH3:29])=[O:13])[C:2]1[CH:7]=[CH:6][CH:5]=[CH:4][CH:3]=1. The yield is 0.480. (2) The reactants are [CH2:1]([O:8][C:9]1[C:18]([CH3:19])=[C:17]2[C:12]([C:13](=[O:22])[C:14]([CH:20]=O)=[CH:15][O:16]2)=[CH:11][CH:10]=1)[C:2]1[CH:7]=[CH:6][CH:5]=[CH:4][CH:3]=1.[CH2:23]([O:25][C:26]([C:28]#[C:29][C:30]([O:32][CH2:33]C)=[O:31])=[O:27])C.C1(P(C2C=CC=CC=2)C2C=CC=CC=2)C=CC=CC=1.[NH2:54][CH2:55][CH2:56][C:57]1[C:65]2[C:60](=[CH:61][CH:62]=[CH:63][CH:64]=2)[NH:59][CH:58]=1. The catalyst is C1(C)C=CC=CC=1. The product is [CH2:1]([O:8][C:9]1[CH:10]=[CH:11][C:12]([C:13]([C:14]2[CH:20]=[C:29]([C:30]([O:32][CH3:33])=[O:31])[C:28]3([C:26]([O:25][CH3:23])=[O:27])[N:54]([CH2:55][CH2:56][C:57]4[C:65]5[C:60](=[CH:61][CH:62]=[CH:63][CH:64]=5)[NH:59][C:58]=43)[CH:15]=2)=[O:22])=[C:17]([OH:16])[C:18]=1[CH3:19])[C:2]1[CH:7]=[CH:6][CH:5]=[CH:4][CH:3]=1. The yield is 0.589. (3) The reactants are C([O:5][C:6](=[O:28])[CH2:7][N:8]([C:11]([O:13][CH2:14][CH:15]1[C:27]2[C:22](=[CH:23][CH:24]=[CH:25][CH:26]=2)[C:21]2[C:16]1=[CH:17][CH:18]=[CH:19][CH:20]=2)=[O:12])[NH:9][CH3:10])(C)(C)C. The catalyst is Cl. The product is [C:11]([N:8]([CH2:7][C:6]([OH:28])=[O:5])[NH:9][CH3:10])([O:13][CH2:14][CH:15]1[C:27]2[C:22](=[CH:23][CH:24]=[CH:25][CH:26]=2)[C:21]2[C:16]1=[CH:17][CH:18]=[CH:19][CH:20]=2)=[O:12]. The yield is 0.720. (4) The reactants are [CH3:1][NH:2][C:3]([C:5]1[N:6]([CH3:14])[C:7]2[C:12]([CH:13]=1)=[CH:11][CH:10]=[CH:9][CH:8]=2)=O.[H-].[H-].[H-].[H-].[Li+].[Al+3]. The catalyst is C1COCC1. The product is [CH3:14][N:6]1[C:7]2[C:12](=[CH:11][CH:10]=[CH:9][CH:8]=2)[CH:13]=[C:5]1[CH2:3][NH:2][CH3:1]. The yield is 0.930.